This data is from Forward reaction prediction with 1.9M reactions from USPTO patents (1976-2016). The task is: Predict the product of the given reaction. Given the reactants [CH3:1][O:2][C:3]1[CH:4]=[CH:5][C:6]([CH3:13])=[C:7]([NH:9][C:10](=[O:12])[CH3:11])[CH:8]=1.[Br:14]Br, predict the reaction product. The product is: [Br:14][C:4]1[C:3]([O:2][CH3:1])=[CH:8][C:7]([NH:9][C:10](=[O:12])[CH3:11])=[C:6]([CH3:13])[CH:5]=1.